This data is from Peptide-MHC class II binding affinity with 134,281 pairs from IEDB. The task is: Regression. Given a peptide amino acid sequence and an MHC pseudo amino acid sequence, predict their binding affinity value. This is MHC class II binding data. (1) The peptide sequence is ILGAAVNGKKSAHGS. The MHC is HLA-DQA10201-DQB10303 with pseudo-sequence YNFHERXFATVLHILYFGLTYYDVRTETVHLETT. The binding affinity (normalized) is 0.277. (2) The peptide sequence is RICCEPKKTTNAEFT. The MHC is DRB1_1101 with pseudo-sequence DRB1_1101. The binding affinity (normalized) is 0.541. (3) The peptide sequence is FDRLETLILLRAFTE. The MHC is DRB1_0101 with pseudo-sequence DRB1_0101. The binding affinity (normalized) is 0.603. (4) The binding affinity (normalized) is 0.171. The MHC is DRB1_0802 with pseudo-sequence DRB1_0802. The peptide sequence is SQDLELSWNLNGLMAY. (5) The peptide sequence is GTMAGCGYLMFLGGV. The MHC is DRB4_0101 with pseudo-sequence DRB4_0103. The binding affinity (normalized) is 0.590. (6) The peptide sequence is IHRIRTLIGQEKYTD. The MHC is DRB1_0404 with pseudo-sequence DRB1_0404. The binding affinity (normalized) is 0.695. (7) The peptide sequence is TPVNIIGRNLLTQIG. The MHC is HLA-DQA10104-DQB10503 with pseudo-sequence HLA-DQA10104-DQB10503. The binding affinity (normalized) is 0.145. (8) The peptide sequence is RRSIPVNEALAAAGL. The MHC is HLA-DQA10601-DQB10402 with pseudo-sequence HLA-DQA10601-DQB10402. The binding affinity (normalized) is 0.600. (9) The peptide sequence is WKVRLLPVPPTVTVF. The MHC is DRB3_0101 with pseudo-sequence DRB3_0101. The binding affinity (normalized) is 0.266. (10) The peptide sequence is GKGSIVACAKFTCAK. The MHC is DRB1_1101 with pseudo-sequence DRB1_1101. The binding affinity (normalized) is 0.354.